This data is from Full USPTO retrosynthesis dataset with 1.9M reactions from patents (1976-2016). The task is: Predict the reactants needed to synthesize the given product. (1) Given the product [CH3:1][O:2][C:3](=[O:20])[C:4]([O:7][C:8]1[CH:13]=[C:12]([CH3:14])[C:11]([O:15][CH2:16][CH2:17][CH2:23][CH2:22][Br:21])=[CH:10][C:9]=1[CH3:19])([CH3:6])[CH3:5], predict the reactants needed to synthesize it. The reactants are: [CH3:1][O:2][C:3](=[O:20])[C:4]([O:7][C:8]1[CH:13]=[C:12]([CH3:14])[C:11]([O:15][CH2:16][CH2:17]Br)=[CH:10][C:9]=1[CH3:19])([CH3:6])[CH3:5].[Br:21][CH2:22][CH2:23]Br. (2) Given the product [C:30]([O:16][C:8]1[CH:7]=[C:6]2[C:11]([C@H:3]([CH2:2][Cl:1])[CH2:4][N:5]2[C:17]([O:19][C:20]([CH3:23])([CH3:22])[CH3:21])=[O:18])=[C:10]2[C:12]([CH3:15])=[CH:13][S:14][C:9]=12)(=[O:32])[CH3:31], predict the reactants needed to synthesize it. The reactants are: [Cl:1][CH2:2][C@H:3]1[C:11]2[C:6](=[CH:7][C:8]([OH:16])=[C:9]3[S:14][CH:13]=[C:12]([CH3:15])[C:10]3=2)[N:5]([C:17]([O:19][C:20]([CH3:23])([CH3:22])[CH3:21])=[O:18])[CH2:4]1.N1C=CC=CC=1.[C:30](Cl)(=[O:32])[CH3:31]. (3) Given the product [CH:1]([O:4][C:5](=[O:15])[CH:6]=[CH:7][C:8]1[CH:9]=[CH:10][C:11]([NH:14][C:21]([O:20][C:17]([CH3:19])([CH3:18])[CH3:16])=[O:22])=[CH:12][CH:13]=1)([CH3:3])[CH3:2], predict the reactants needed to synthesize it. The reactants are: [CH:1]([O:4][C:5](=[O:15])[CH:6]=[CH:7][C:8]1[CH:13]=[CH:12][C:11]([NH2:14])=[CH:10][CH:9]=1)([CH3:3])[CH3:2].[CH3:16][C:17]([O:20][C:21](O[C:21]([O:20][C:17]([CH3:19])([CH3:18])[CH3:16])=[O:22])=[O:22])([CH3:19])[CH3:18]. (4) Given the product [CH2:12]([N:14]([CH2:15][CH3:16])[C:7](=[O:9])[C:6]1[CH:5]=[CH:4][C:3]([CH:1]=[O:2])=[CH:11][CH:10]=1)[CH3:13], predict the reactants needed to synthesize it. The reactants are: [CH:1]([C:3]1[CH:11]=[CH:10][C:6]([C:7]([OH:9])=O)=[CH:5][CH:4]=1)=[O:2].[CH2:12]([N:14](CC)[CH2:15][CH3:16])[CH3:13].C(OC(Cl)=O)C(C)C.C(NCC)C. (5) Given the product [CH2:1]([O:3][C:4]([C:6]1[NH:7][C:8]2[C:13]([CH:14]=1)=[CH:12][C:11]([CH2:15][CH2:16][C:17]([O:19][C:20]([CH3:21])([CH3:23])[CH3:22])=[O:18])=[CH:10][CH:9]=2)=[O:5])[CH3:2], predict the reactants needed to synthesize it. The reactants are: [CH2:1]([O:3][C:4]([C:6]1[NH:7][C:8]2[C:13]([CH:14]=1)=[CH:12][C:11]([CH:15]=[CH:16][C:17]([O:19][C:20]([CH3:23])([CH3:22])[CH3:21])=[O:18])=[CH:10][CH:9]=2)=[O:5])[CH3:2].